Dataset: Catalyst prediction with 721,799 reactions and 888 catalyst types from USPTO. Task: Predict which catalyst facilitates the given reaction. (1) Reactant: I[C:2]1[C:10]2[C:5](=[N:6][CH:7]=[CH:8][CH:9]=2)[N:4]([Si](C(C)C)(C(C)C)C(C)C)[CH:3]=1.C([Mg]Cl)(C)C.[C:26]([O:30][C:31](=[O:49])[N:32](CC1C=CC=CC=1F)[C:33]1[CH:38]=[CH:37][C:36]([CH:39]=[O:40])=[CH:35][N:34]=1)([CH3:29])([CH3:28])[CH3:27].[F:50][C:51]1[CH:58]=[CH:57][CH:56]=[CH:55][C:52]=1[CH:53]=O.[Cl-].[NH4+]. Product: [C:26]([O:30][C:31](=[O:49])[NH:32][CH:33]1[CH:38]=[CH:37][C:36]([C:39]([C:2]2[C:10]3[C:5](=[N:6][CH:7]=[CH:8][CH:9]=3)[NH:4][CH:3]=2)=[O:40])=[CH:35][N:34]1[CH2:53][C:52]1[CH:55]=[CH:56][CH:57]=[CH:58][C:51]=1[F:50])([CH3:29])([CH3:27])[CH3:28]. The catalyst class is: 7. (2) Reactant: Cl[CH2:2][CH2:3][CH2:4][CH2:5][O:6][C:7](=[O:9])[CH3:8].[N-:10]=[N+:11]=[N-:12].[Na+]. Product: [C:7]([O:6][CH2:5][CH2:4][CH2:3][CH2:2][N:10]=[N+:11]=[N-:12])(=[O:9])[CH3:8]. The catalyst class is: 3. (3) Reactant: CN(C=O)C.[CH:6]([CH:8]([C:11]#[C:12][C:13]1[CH:18]=[CH:17][CH:16]=[CH:15][CH:14]=1)[CH2:9][NH2:10])=[CH2:7].Cl[C:20]1[C:29]2[C:24](=[CH:25][CH:26]=[CH:27][CH:28]=2)[N:23]=[CH:22][N:21]=1.C(N(CC)CC)C. The catalyst class is: 6. Product: [CH:6]([CH:8]([C:11]#[C:12][C:13]1[CH:18]=[CH:17][CH:16]=[CH:15][CH:14]=1)[CH2:9][NH:10][C:20]1[C:29]2[C:24](=[CH:25][CH:26]=[CH:27][CH:28]=2)[N:23]=[CH:22][N:21]=1)=[CH2:7]. (4) Reactant: [N+:1]([C:4]1[CH:5]=[C:6]([S:10]([CH3:13])(=[NH:12])=[O:11])[CH:7]=[CH:8][CH:9]=1)([O-:3])=[O:2].[N+](C1C=C(S(C)(=NC(OCC)=O)=O)C=CC=1)([O-])=O.[CH:32]([N:35]=[C:36]=[O:37])([CH3:34])[CH3:33]. Product: [N+:1]([C:4]1[CH:5]=[C:6]([S:10]([CH3:13])(=[N:12][C:36](=[O:37])[NH:35][CH:32]([CH3:34])[CH3:33])=[O:11])[CH:7]=[CH:8][CH:9]=1)([O-:3])=[O:2]. The catalyst class is: 11. (5) Reactant: [C:1]([C:5]1[S:9][C:8](=[NH:10])[N:7]([CH2:11][CH:12]([CH3:14])[CH3:13])[CH:6]=1)([CH3:4])([CH3:3])[CH3:2].[Cl:15][C:16]1[CH:17]=[CH:18][C:19]([F:25])=[C:20]([CH:24]=1)[C:21](Cl)=[O:22].C(N(CC)CC)C. Product: [C:1]([C:5]1[S:9]/[C:8](=[N:10]\[C:21](=[O:22])[C:20]2[CH:24]=[C:16]([Cl:15])[CH:17]=[CH:18][C:19]=2[F:25])/[N:7]([CH2:11][CH:12]([CH3:14])[CH3:13])[CH:6]=1)([CH3:4])([CH3:3])[CH3:2]. The catalyst class is: 49. (6) Reactant: FC(F)(F)C(O)=O.[CH3:8][O:9][C:10]1[CH:54]=[CH:53][C:13]([CH2:14][N:15]([CH2:44][C:45]2[CH:50]=[CH:49][C:48]([O:51][CH3:52])=[CH:47][CH:46]=2)[C:16]2[N:21]=[C:20]([CH3:22])[N:19]=[C:18]([C:23]3[CH:24]=[C:25]([CH2:30][N:31]4[CH2:36][CH2:35][N:34](C(OC(C)(C)C)=O)[CH2:33][CH2:32]4)[CH:26]=[N:27][C:28]=3[F:29])[CH:17]=2)=[CH:12][CH:11]=1.C(N(CC)CC)C.[CH3:62][S:63](Cl)(=[O:65])=[O:64]. Product: [F:29][C:28]1[C:23]([C:18]2[N:19]=[C:20]([CH3:22])[N:21]=[C:16]([N:15]([CH2:44][C:45]3[CH:50]=[CH:49][C:48]([O:51][CH3:52])=[CH:47][CH:46]=3)[CH2:14][C:13]3[CH:53]=[CH:54][C:10]([O:9][CH3:8])=[CH:11][CH:12]=3)[CH:17]=2)=[CH:24][C:25]([CH2:30][N:31]2[CH2:36][CH2:35][N:34]([S:63]([CH3:62])(=[O:65])=[O:64])[CH2:33][CH2:32]2)=[CH:26][N:27]=1. The catalyst class is: 4. (7) Reactant: Br[C:2]1[CH:11]=[CH:10][C:9]2[C:4](=[CH:5][C:6]([Br:12])=[CH:7][CH:8]=2)[CH:3]=1.[CH2:13]([Sn](CCCC)(CCCC)C=C)[CH2:14]CC. Product: [Br:12][C:6]1[CH:7]=[CH:8][C:9]2[C:4](=[CH:3][C:2]([CH:13]=[CH2:14])=[CH:11][CH:10]=2)[CH:5]=1. The catalyst class is: 206. (8) Reactant: I[CH2:2][CH2:3][C:4]1[CH:13]=[CH:12][C:7]([C:8]([O:10][CH3:11])=[O:9])=[CH:6][CH:5]=1.C(=O)([O-])[O-].[Na+].[Na+].[F:20][C:21]1[CH:22]=[CH:23][C:24]([O:45][CH2:46][C:47]2[CH:52]=[CH:51][C:50]([CH2:53][CH2:54][C:55]3[CH:60]=[CH:59][C:58]([C:61]([F:64])([F:63])[F:62])=[CH:57][CH:56]=3)=[CH:49][CH:48]=2)=[C:25]([CH2:27][CH2:28][NH:29][CH:30]2[CH2:39][CH2:38][CH2:37][C:36]3[N:35]=[C:34]([C:40]([O:42][CH2:43][CH3:44])=[O:41])[CH:33]=[CH:32][C:31]2=3)[CH:26]=1. Product: [F:20][C:21]1[CH:22]=[CH:23][C:24]([O:45][CH2:46][C:47]2[CH:52]=[CH:51][C:50]([CH2:53][CH2:54][C:55]3[CH:56]=[CH:57][C:58]([C:61]([F:64])([F:62])[F:63])=[CH:59][CH:60]=3)=[CH:49][CH:48]=2)=[C:25]([CH2:27][CH2:28][N:29]([CH2:2][CH2:3][C:4]2[CH:13]=[CH:12][C:7]([C:8]([O:10][CH3:11])=[O:9])=[CH:6][CH:5]=2)[CH:30]2[CH2:39][CH2:38][CH2:37][C:36]3[N:35]=[C:34]([C:40]([O:42][CH2:43][CH3:44])=[O:41])[CH:33]=[CH:32][C:31]2=3)[CH:26]=1. The catalyst class is: 10. (9) Reactant: Br[C:2]1[CH:3]=[C:4]([CH:18]=[CH:19][CH:20]=1)[CH2:5][NH:6][C:7](=[O:17])[CH2:8][NH:9][C:10](=O)[O:11]C(C)(C)C.[O:21]1[C:26]2[CH:27]=[CH:28][C:29](B(O)O)=[CH:30][C:25]=2[O:24][CH2:23][CH2:22]1.[C:34](=[O:37])([O-:36])[O-].[Na+].[Na+].[CH3:40][O:41][CH2:42][CH2:43][O:44]C. Product: [C:34]([C@@H:10]([C@H:43]([C:42]([OH:41])=[O:21])[OH:44])[OH:11])([OH:36])=[O:37].[O:21]1[C:26]2[CH:27]=[CH:28][C:29]([C:2]3[CH:3]=[C:4]([CH:18]=[CH:19][CH:20]=3)[CH2:5][N:6]([CH3:40])[C:7](=[O:17])[CH2:8][NH2:9])=[CH:30][C:25]=2[O:24][CH2:23][CH2:22]1. The catalyst class is: 257.